This data is from Reaction yield outcomes from USPTO patents with 853,638 reactions. The task is: Predict the reaction yield, written as a fraction of the theoretical maximum amount of product (1.0 means a 100% yield; for example, 0.34 means a 34% yield). (1) The reactants are [CH3:1][O:2][C:3]1[CH:8]=[CH:7][C:6]([CH2:9][C:10]([OH:12])=[O:11])=[CH:5][CH:4]=1.[Br:13]Br. No catalyst specified. The product is [Br:13][C:8]1[CH:7]=[C:6]([CH2:9][C:10]([OH:12])=[O:11])[CH:5]=[CH:4][C:3]=1[O:2][CH3:1]. The yield is 0.980. (2) The reactants are C([NH:5][S:6]([C:9]1[S:10][C:11]([C:14]2[CH:19]=[C:18]([C:20]3[N:25]=[C:24]([C:26]4[CH:31]=[CH:30][C:29]([Cl:32])=[CH:28][CH:27]=4)[CH:23]=[C:22]([CH3:33])[N:21]=3)[CH:17]=[CH:16][N:15]=2)=[CH:12][CH:13]=1)(=[O:8])=[O:7])(C)(C)C.C(O)(C(F)(F)F)=O. The catalyst is ClCCl. The product is [Cl:32][C:29]1[CH:28]=[CH:27][C:26]([C:24]2[CH:23]=[C:22]([CH3:33])[N:21]=[C:20]([C:18]3[CH:17]=[CH:16][N:15]=[C:14]([C:11]4[S:10][C:9]([S:6]([NH2:5])(=[O:7])=[O:8])=[CH:13][CH:12]=4)[CH:19]=3)[N:25]=2)=[CH:31][CH:30]=1. The yield is 0.120. (3) The reactants are C(O[C:6]([N:8]1[CH2:13][CH2:12][N:11]([C:14]2[C:15](=[O:33])[N:16]([CH2:29][CH:30]([CH3:32])[CH3:31])[N:17]=[C:18]([C:21]3[CH:26]=[CH:25][C:24](C)=[C:23](F)[CH:22]=3)[C:19]=2[CH3:20])[CH2:10][CH2:9]1)=O)(C)(C)C.C(N1C(=O)C(COS(C)(=O)=O)=CC(C2C=CC=CC=2)=N1)C(C)C.CN1CCNCC1. No catalyst specified. The product is [CH2:29]([N:16]1[C:15](=[O:33])[C:14]([N:11]2[CH2:10][CH2:9][N:8]([CH3:6])[CH2:13][CH2:12]2)=[C:19]([CH3:20])[C:18]([C:21]2[CH:22]=[CH:23][CH:24]=[CH:25][CH:26]=2)=[N:17]1)[CH:30]([CH3:31])[CH3:32]. The yield is 0.771. (4) The reactants are [Br:1][C:2]1[C:3]([CH3:7])=[N:4][NH:5][CH:6]=1.C(O[K])(C)(C)C.F[C:15]1[CH:20]=[CH:19][C:18]([N+:21]([O-:23])=[O:22])=[CH:17][CH:16]=1. The catalyst is CS(C)=O. The product is [Br:1][C:2]1[C:3]([CH3:7])=[N:4][N:5]([C:15]2[CH:20]=[CH:19][C:18]([N+:21]([O-:23])=[O:22])=[CH:17][CH:16]=2)[CH:6]=1. The yield is 0.654.